Dataset: Full USPTO retrosynthesis dataset with 1.9M reactions from patents (1976-2016). Task: Predict the reactants needed to synthesize the given product. Given the product [CH3:1][O:2][C:3](=[O:17])[CH2:4][CH2:5][C:6]1[CH:16]=[CH:15][C:9]2[NH:10][C:11](=[O:14])[CH2:12][O:13][C:8]=2[CH:7]=1, predict the reactants needed to synthesize it. The reactants are: [CH3:1][O:2][C:3](=[O:17])[CH:4]=[CH:5][C:6]1[CH:16]=[CH:15][C:9]2[NH:10][C:11](=[O:14])[CH2:12][O:13][C:8]=2[CH:7]=1.